This data is from Full USPTO retrosynthesis dataset with 1.9M reactions from patents (1976-2016). The task is: Predict the reactants needed to synthesize the given product. (1) Given the product [CH3:25][O:24][C:20]1[CH:19]=[C:18]([CH:23]=[CH:22][CH:21]=1)[C:17]([NH:16][N:12]1[CH2:13][CH2:14][CH2:15][C@H:11]1[C:9]([OH:10])=[O:8])=[O:26], predict the reactants needed to synthesize it. The reactants are: C([O:8][C:9]([C@@H:11]1[CH2:15][CH2:14][CH2:13][N:12]1[NH:16][C:17](=[O:26])[C:18]1[CH:23]=[CH:22][CH:21]=[C:20]([O:24][CH3:25])[CH:19]=1)=[O:10])C1C=CC=CC=1.O.[OH-].[Li+]. (2) Given the product [C:63]([CH:38]([C:37]1[CH:52]=[CH:51][CH:50]=[CH:49][CH:48]=1)[NH:33][C:3](=[O:4])[CH:2]([OH:1])[C:6]1[CH:11]=[CH:10][C:9]([C:12]2[N:16]=[C:15]([C:17]3[O:21][N:20]=[C:19]([C:22]4[CH:27]=[CH:26][CH:25]=[CH:24][CH:23]=4)[C:18]=3[C:28]([F:29])([F:30])[F:31])[O:14][N:13]=2)=[CH:8][CH:7]=1)#[N:64], predict the reactants needed to synthesize it. The reactants are: [OH:1][CH:2]([C:6]1[CH:11]=[CH:10][C:9]([C:12]2[N:16]=[C:15]([C:17]3[O:21][N:20]=[C:19]([C:22]4[CH:27]=[CH:26][CH:25]=[CH:24][CH:23]=4)[C:18]=3[C:28]([F:31])([F:30])[F:29])[O:14][N:13]=2)=[CH:8][CH:7]=1)[C:3](O)=[O:4].C[N:33]1[CH2:38][CH2:37]OCC1.CN(C(ON1N=N[C:49]2[CH:50]=[CH:51][CH:52]=N[C:48]1=2)=[N+](C)C)C.F[P-](F)(F)(F)(F)F.[CH3:63][N:64](C=O)C. (3) Given the product [F:28][C:29]([F:42])([F:41])[S:30]([O:27][C:14]1[C:15]([C:17]2[NH:18][C:19]3[C:24]([CH:25]=2)=[C:23]([F:26])[CH:22]=[CH:21][CH:20]=3)=[N:16][C:11]([Cl:10])=[CH:12][CH:13]=1)(=[O:32])=[O:31], predict the reactants needed to synthesize it. The reactants are: CCN(C(C)C)C(C)C.[Cl:10][C:11]1[N:16]=[C:15]([C:17]2[NH:18][C:19]3[C:24]([CH:25]=2)=[C:23]([F:26])[CH:22]=[CH:21][CH:20]=3)[C:14]([OH:27])=[CH:13][CH:12]=1.[F:28][C:29]([F:42])([F:41])[S:30](O[S:30]([C:29]([F:42])([F:41])[F:28])(=[O:32])=[O:31])(=[O:32])=[O:31]. (4) Given the product [Cl-:27].[C:24]([N+:1]1[C:16]([C:17]2[CH:22]=[CH:21][CH:20]=[CH:19][CH:18]=2)=[C:15]([NH:14][CH:8]2[CH2:13][CH2:12][CH2:11][CH2:10][CH2:9]2)[N:3]2[CH:4]=[CH:5][CH:6]=[N:7][C:2]=12)(=[O:26])[CH3:25], predict the reactants needed to synthesize it. The reactants are: [NH2:1][C:2]1[N:7]=[CH:6][CH:5]=[CH:4][N:3]=1.[CH:8]1([N+:14]#[C-:15])[CH2:13][CH2:12][CH2:11][CH2:10][CH2:9]1.[CH:16](=O)[C:17]1[CH:22]=[CH:21][CH:20]=[CH:19][CH:18]=1.[C:24]([Cl:27])(=[O:26])[CH3:25]. (5) Given the product [C:52]([O-:55])(=[O:54])[CH3:53].[C:24]([C:21]1[CH:22]=[CH:23][C:18]([I+:17][C:14]2[CH:15]=[CH:16][C:11]([C:6]([CH2:9][CH3:10])([CH3:8])[CH3:7])=[CH:12][CH:13]=2)=[CH:19][CH:20]=1)([CH2:27][CH3:28])([CH3:26])[CH3:25], predict the reactants needed to synthesize it. The reactants are: S([O-])([O-])(=O)=O.[C:6]([C:11]1[CH:16]=[CH:15][C:14]([I+:17][C:18]2[CH:23]=[CH:22][C:21]([C:24]([CH2:27][CH3:28])([CH3:26])[CH3:25])=[CH:20][CH:19]=2)=[CH:13][CH:12]=1)([CH2:9][CH3:10])([CH3:8])[CH3:7].[C:24]([C:21]1[CH:22]=[CH:23][C:18]([I+:17][C:14]2[CH:15]=[CH:16][C:11]([C:6]([CH2:9][CH3:10])([CH3:8])[CH3:7])=[CH:12][CH:13]=2)=[CH:19][CH:20]=1)([CH2:27][CH3:28])([CH3:26])[CH3:25].[C:52]([O-:55])(=[O:54])[CH3:53].[NH4+]. (6) The reactants are: [C:1]1([C:7]2O[C:9]([C:16]3[CH:21]=[CH:20][CH:19]=[CH:18][CH:17]=3)=[C:10]3[C:15]=2[CH:14]=[CH:13][CH:12]=[CH:11]3)[CH:6]=[CH:5][CH:4]=[CH:3][CH:2]=1.[Br:22][C:23]1[C:33]2[C:34]3[C:26]([CH:27]=[CH:28][C:29]=3[CH:30]=[CH:31][CH:32]=2)=[CH:25][CH:24]=1. Given the product [Br:22][C:23]1[CH:24]=[CH:25][C:26]2=[C:34]3[C:33]=1[CH:32]=[CH:31][CH:30]=[C:29]3[C:28]1[C:7]([C:1]3[CH:6]=[CH:5][CH:4]=[CH:3][CH:2]=3)=[C:15]3[CH:14]=[CH:13][CH:12]=[CH:11][C:10]3=[C:9]([C:16]3[CH:21]=[CH:20][CH:19]=[CH:18][CH:17]=3)[C:27]=12, predict the reactants needed to synthesize it. (7) Given the product [CH2:1]([O:8][C:16]1[CH:17]=[C:12]([Br:11])[CH:13]=[C:14]([Br:19])[CH:15]=1)[C:2]1[CH:7]=[CH:6][CH:5]=[CH:4][CH:3]=1, predict the reactants needed to synthesize it. The reactants are: [CH2:1]([OH:8])[C:2]1[CH:7]=[CH:6][CH:5]=[CH:4][CH:3]=1.[H-].[Na+].[Br:11][C:12]1[CH:17]=[C:16](Br)[CH:15]=[C:14]([Br:19])[CH:13]=1.C(OCC)C.